This data is from Catalyst prediction with 721,799 reactions and 888 catalyst types from USPTO. The task is: Predict which catalyst facilitates the given reaction. (1) Reactant: [OH:1][C@H:2]1[CH2:7][N:6]([C:8]([C:10]2[CH:15]=[CH:14][CH:13]=[CH:12][C:11]=2[N:16]2[N:20]=[CH:19][CH:18]=[N:17]2)=[O:9])[C@H:5]([CH3:21])[CH2:4][CH2:3]1.[H-].[Na+].Cl[C:25]1[CH:30]=[C:29]([O:31][CH2:32][CH3:33])[CH:28]=[CH:27][N:26]=1. The catalyst class is: 3. Product: [CH2:32]([O:31][C:29]1[CH:28]=[CH:27][N:26]=[C:25]([O:1][C@@H:2]2[CH2:3][CH2:4][C@@H:5]([CH3:21])[N:6]([C:8]([C:10]3[CH:15]=[CH:14][CH:13]=[CH:12][C:11]=3[N:16]3[N:20]=[CH:19][CH:18]=[N:17]3)=[O:9])[CH2:7]2)[CH:30]=1)[CH3:33]. (2) Reactant: Cl[C:2]1[CH:7]=[C:6]([N:8]2[CH2:13][CH2:12][O:11][CH2:10][CH2:9]2)[NH:5][N:4]([CH2:14][CH2:15][CH2:16][OH:17])[N:3]=1.[NH2:18][NH2:19]. Product: [NH:18]([C:2]1[CH:7]=[C:6]([N:8]2[CH2:13][CH2:12][O:11][CH2:10][CH2:9]2)[NH:5][N:4]([CH2:14][CH2:15][CH2:16][OH:17])[N:3]=1)[NH2:19]. The catalyst class is: 12. (3) Reactant: [Br:1][C:2]1[CH:3]=[CH:4][C:5]([F:32])=[C:6]([C@:8]2([CH3:31])[C@H:14]3[C@:12]([C:17]([O:19][CH3:20])=[O:18])([C:13]3([F:16])[F:15])[S:11][C:10]([NH:21]CC3C=CC(OC)=CC=3)=[N:9]2)[CH:7]=1.C1(OC)C=CC=CC=1.S(=O)(=O)(O)O.[OH-].[Na+]. Product: [NH2:21][C:10]1[S:11][C@:12]2([C:17]([O:19][CH3:20])=[O:18])[C@H:14]([C@:8]([C:6]3[CH:7]=[C:2]([Br:1])[CH:3]=[CH:4][C:5]=3[F:32])([CH3:31])[N:9]=1)[C:13]2([F:16])[F:15]. The catalyst class is: 67. (4) Reactant: [CH3:1][O:2][C:3]([C@@H:5]1[CH2:9][C@@H:8]([OH:10])[CH2:7][C@H:6]1[C:11](=[O:24])[NH:12][C@H:13]([C:17]([O:19][C:20]([CH3:23])([CH3:22])[CH3:21])=[O:18])[CH2:14][CH2:15][CH3:16])=[O:4].[C:25]1([C:31]2[CH:40]=[C:39](O)[C:38]3[C:33](=[CH:34][C:35]([O:42][CH3:43])=[CH:36][CH:37]=3)[N:32]=2)[CH:30]=[CH:29][CH:28]=[CH:27][CH:26]=1.C1C=CC(P(C2C=CC=CC=2)C2C=CC=CC=2)=CC=1.CC(OC(/N=N/C(OC(C)C)=O)=O)C. Product: [CH3:1][O:2][C:3]([C@@H:5]1[CH2:9][C@H:8]([O:10][C:39]2[C:38]3[C:33](=[CH:34][C:35]([O:42][CH3:43])=[CH:36][CH:37]=3)[N:32]=[C:31]([C:25]3[CH:26]=[CH:27][CH:28]=[CH:29][CH:30]=3)[CH:40]=2)[CH2:7][C@H:6]1[C:11](=[O:24])[NH:12][C@H:13]([C:17]([O:19][C:20]([CH3:23])([CH3:22])[CH3:21])=[O:18])[CH2:14][CH2:15][CH3:16])=[O:4]. The catalyst class is: 1. (5) Reactant: [C:1]1(=[O:11])[O:6][C:4](=O)[C:3]2=[CH:7][CH:8]=[CH:9][CH:10]=[C:2]12.[NH2:12][CH2:13][CH2:14][S:15][CH2:16][CH2:17][OH:18]. Product: [OH:18][CH2:17][CH2:16][S:15][CH2:14][CH2:13][N:12]1[C:1](=[O:11])[C:2]2=[CH:10][CH:9]=[CH:8][CH:7]=[C:3]2[C:4]1=[O:6]. The catalyst class is: 11. (6) Reactant: [NH2:1][C:2]1[CH:3]=[C:4]([CH:21]=[CH:22][CH:23]=1)[O:5][C:6]1[N:11]=[C:10]2[S:12][C:13]([NH:15][C:16]([CH:18]3[CH2:20][CH2:19]3)=[O:17])=[N:14][C:9]2=[CH:8][CH:7]=1.[CH3:24][N:25]1[CH:29]=[CH:28][N:27]=[C:26]1[C:30](O)=[O:31].CN(C(ON1N=NC2C=CC=NC1=2)=[N+](C)C)C.F[P-](F)(F)(F)(F)F.C(N(CC)C(C)C)(C)C. Product: [CH:18]1([C:16]([NH:15][C:13]2[S:12][C:10]3[C:9]([N:14]=2)=[CH:8][CH:7]=[C:6]([O:5][C:4]2[CH:3]=[C:2]([NH:1][C:30]([C:26]4[N:25]([CH3:24])[CH:29]=[CH:28][N:27]=4)=[O:31])[CH:23]=[CH:22][CH:21]=2)[N:11]=3)=[O:17])[CH2:20][CH2:19]1. The catalyst class is: 145. (7) Reactant: [F:1][CH2:2][C@@H:3]([OH:9])[C@@H:4]([C:6]([OH:8])=[O:7])[NH2:5].[C:10](=[O:13])([O-])[O-:11].[Na+].[Na+].C(N1C(=O)CC([O:25][CH2:26][C:27]2[CH:32]=[CH:31][CH:30]=[CH:29][CH:28]=2)C1=O)(O)=O. Product: [C:10]([N:5]([O:25][CH2:26][C:27]1[CH:32]=[CH:31][CH:30]=[CH:29][CH:28]=1)[C@H:4]([C:6]([OH:8])=[O:7])[C@@H:3]([CH2:2][F:1])[OH:9])([OH:11])=[O:13]. The catalyst class is: 20. (8) Reactant: [Cl:1][C:2]1[CH:3]=[C:4]([CH:7]=[CH:8][CH:9]=1)[CH2:5][NH2:6].C(N(CC)CC)C.[Cl:17][CH2:18][C:19]1[CH:27]=[CH:26][C:22]([C:23](Cl)=[O:24])=[CH:21][CH:20]=1. Product: [Cl:1][C:2]1[CH:3]=[C:4]([CH:7]=[CH:8][CH:9]=1)[CH2:5][NH:6][C:23](=[O:24])[C:22]1[CH:26]=[CH:27][C:19]([CH2:18][Cl:17])=[CH:20][CH:21]=1. The catalyst class is: 2. (9) Reactant: C1C=CC2N(O)N=NC=2C=1.CCN(C(C)C)C(C)C.[Cl:20][C:21]1[CH:29]=[CH:28][C:27]([C:30]([F:33])([F:32])[F:31])=[CH:26][C:22]=1[C:23]([OH:25])=O.CCN=C=NCCCN(C)C.Cl.Cl.[C:47]1([C:65]2[CH:70]=[CH:69][CH:68]=[CH:67][CH:66]=2)[CH:52]=[CH:51][C:50]([NH:53][C:54](=[O:64])[CH2:55][C:56](=[O:63])[N:57]2[CH2:62][CH2:61][NH:60][CH2:59][CH2:58]2)=[CH:49][CH:48]=1. Product: [C:47]1([C:65]2[CH:70]=[CH:69][CH:68]=[CH:67][CH:66]=2)[CH:48]=[CH:49][C:50]([NH:53][C:54](=[O:64])[CH2:55][C:56]([N:57]2[CH2:58][CH2:59][N:60]([C:23](=[O:25])[C:22]3[CH:26]=[C:27]([C:30]([F:33])([F:32])[F:31])[CH:28]=[CH:29][C:21]=3[Cl:20])[CH2:61][CH2:62]2)=[O:63])=[CH:51][CH:52]=1. The catalyst class is: 18.